This data is from NCI-60 drug combinations with 297,098 pairs across 59 cell lines. The task is: Regression. Given two drug SMILES strings and cell line genomic features, predict the synergy score measuring deviation from expected non-interaction effect. Drug 1: C1C(C(OC1N2C=NC3=C(N=C(N=C32)Cl)N)CO)O. Drug 2: CC1=C(N=C(N=C1N)C(CC(=O)N)NCC(C(=O)N)N)C(=O)NC(C(C2=CN=CN2)OC3C(C(C(C(O3)CO)O)O)OC4C(C(C(C(O4)CO)O)OC(=O)N)O)C(=O)NC(C)C(C(C)C(=O)NC(C(C)O)C(=O)NCCC5=NC(=CS5)C6=NC(=CS6)C(=O)NCCC[S+](C)C)O. Cell line: HOP-92. Synergy scores: CSS=33.1, Synergy_ZIP=-7.71, Synergy_Bliss=-0.559, Synergy_Loewe=-1.83, Synergy_HSA=2.84.